From a dataset of Human Reference Interactome with 51,813 positive PPI pairs across 8,248 proteins, plus equal number of experimentally-validated negative pairs. Binary Classification. Given two protein amino acid sequences, predict whether they physically interact or not. (1) Protein 1 (ENSG00000278570) has sequence METRPTALMSSTVAAAAPAAGAASRKESPGRWGLGEDPTGVSPSLQCRVCGDSSSGKHYGIYACNGCSGFFKRSVRRRLIYRCQVGAGMCPVDKAHRNQCQACRLKKCLQAGMNQDAVQNERQPRSTAQVHLDSMESNTESRPESLVAPPAPAGRSPRGPTPMSAARALGHHFMASLITAETCAKLEPEDADENIDVTSNDPEFPSSPYSSSSPCGLDSIHETSARLLFMAVKWAKNLPVFSSLPFRDQVILLEEAWSELFLLGAIQWSLPLDSCPLLAPPEASAAGGAQGRLTLASMET.... Protein 2 (ENSG00000162763) has sequence MSLASGPGPGWLLFSFGMGLVSGSKCPNNCLCQAQEVICTGKQLTEYPLDIPLNTRRLFLNENRITSLPAMHLGLLSDLVYLDCQNNRIREVMDYTFIGVFKLIYLDLSSNNLTSISPFTFSVLSNLVQLNIANNPHLLSLHKFTFANTTSLRYLDLRNTGLQTLDSAALYHLTTLETLFLSGNPWKCNCSFLDFAIFLIVFHMDPSDDLNATCVEPTELTGWPITRVGNPLRYMCITHLDHKDYIFLLLIGFCIFAAGTVAAWLTGVCAVLYQNTRHKSSEEDEDEAGTRVEVSRRIFQ.... Result: 0 (the proteins do not interact). (2) Protein 1 (ENSG00000029993) has sequence MAKGDPKKPKGKMSAYAFFVQTCREEHKKKNPEVPVNFAEFSKKCSERWKTMSGKEKSKFDEMAKADKVRYDREMKDYGPAKGGKKKKDPNAPKRPPSGFFLFCSEFRPKIKSTNPGISIGDVAKKLGEMWNNLNDSEKQPYITKAAKLKEKYEKDVADYKSKGKFDGAKGPAKVARKKVEEEDEEEEEEEEEEEEEEDE*MAKGDPKKPKGKMSAYAFFVQTCREEHKKKNPEVPVNFAEFSKKCSERWKTMSGKEKSKFDEMAKADKVRYDREMKDYGPAKGGKKKKDPNAPKRPPSG.... Protein 2 (ENSG00000125449) has sequence MAQKPKVDPHVGRLGYLQALVTEFQETQSQDAKEQVLANLANFAYDPSNYEYLRQLQVLDLFLDSLSEENETLVEFAIGGLCNLCPDRANKEHILHAGGVPLIINCLSSPNEETVLSAITTLMHLSPPGRSFLPELTATPVVQCMLRFSLSASARLRNLAQIFLEDFCSPRQVAEARSRQAHSALGIPLPRSVAPRQR*MAQKPKVDPHVGRLGYLQALVTEFQETQSQDAKEQVLANLANFAYDPSNYEYLRQLQVLDLFLDSLSEENETLVEFAIARPPRPKHSSFLSVESLRGTMLQ.... Result: 0 (the proteins do not interact). (3) Protein 1 (ENSG00000166508) has sequence MALKDYALEKEKVKKFLQEFYQDDELGKKQFKYGNQLVRLAHREQVALYVDLDDVAEDDPELVDSICENARRYAKLFADAVQELLPQYKEREVVNKDVLDVYIEHRLMMEQRSRDPGMVRSPQNQYPAELMRRFELYFQGPSSNKPRVIREVRADSVGKLVTVRGIVTRVSEVKPKMVVATYTCDQCGAETYQPIQSPTFMPLIMCPSQECQTNRSGGRLYLQTRGSRFIKFQEMKMQEHSDQVPVGNIPRSITVLVEGENTRIAQPGDHVSVTGIFLPILRTGFRQVVQGLLSETYLEA.... Protein 2 (ENSG00000120533) has sequence MNKDAQMRAAINQKLIETGERERLKELLRAKLIECGWKDQLKAHCKGN*MVVSKMNKDAQMRAAINQKLIETGERERLKELLRAKLIECGWKDQLKAHCKEVIKEKGLEHVTVDDLVAEITPKGRALVPDSVKKELLQRIRTFLAQHASL*MVVSKMNKDAQMRAAINQKLIETGERERLKELLRAKLIECGWKDQLKAHCKGN*MNKDAQMRAAINQKLIETGERERLKELLRAKLIECGWKDQLKAHCKEVIKEKGLEHVTVDDLVAEITPKGRALVPDSVKKELLQRIRTFLAQHAS.... Result: 0 (the proteins do not interact). (4) Protein 1 (ENSG00000182175) has sequence MQPPRERLVVTGRAGWMGMGRGAGRSALGFWPTLAFLLCSFPAATSPCKILKCNSEFWSATSGSHAPASDDTPEFCAALRSYALCTRRTARTCRGDLAYHSAVHGIEDLMSQHNCSKDGPTSQPRLRTLPPAGDSQERSDSPEICHYEKSFHKHSATPNYTHCGLFGDPHLRTFTDRFQTCKVQGAWPLIDNNYLNVQVTNTPVLPGSAATATSKLTIIFKNFQECVDQKVYQAEMDELPAAFVDGSKNGGDKHGANSLKITEKVSGQHVEIQAKYIGTTIVVRQVGRYLTFAVRMPEEV.... Protein 2 (ENSG00000158786) has sequence MADGAKANPKGFKKKVLDRCFSGWRGPRFGASCPSRTSRSSLGMKKFFTVAILAGSVLSTAHGSLLNLKAMVEAVTGRSAILSFVGYGCYCGLGGRGQPKDEVDWCCHAHDCCYQELFDQGCHPYVDHYDHTIENNTEIVCSDLNKTECDKQTCMCDKNMVLCLMNQTYREEYRGFLNVYCQGPTPNCSIYEPPPEEVTCSHQSPAPPAPP*. Result: 0 (the proteins do not interact).